From a dataset of Reaction yield outcomes from USPTO patents with 853,638 reactions. Predict the reaction yield, written as a fraction of the theoretical maximum amount of product (1.0 means a 100% yield; for example, 0.34 means a 34% yield). (1) The reactants are [C:1]1(=[O:11])[NH:5][C:4](=[O:6])[C:3]2=[CH:7][CH:8]=[CH:9][CH:10]=[C:2]12.[K].[CH3:13][Si:14]([CH3:25])([CH3:24])[N:15]([CH2:20][CH2:21][CH2:22]Br)[Si:16]([CH3:19])([CH3:18])[CH3:17]. The catalyst is CN(C)C=O. The product is [CH3:19][Si:16]([N:15]([Si:14]([CH3:13])([CH3:24])[CH3:25])[CH2:20][CH2:21][CH2:22][N:5]1[C:1](=[O:11])[C:2]2=[CH:10][CH:9]=[CH:8][CH:7]=[C:3]2[C:4]1=[O:6])([CH3:17])[CH3:18]. The yield is 0.760. (2) The reactants are C(C1C=C(NC2N=C(NC3C=CC=C(C(O)=O)C=3)C(F)=CN=2)C=CC=1)(O)=O.[CH3:28][O:29][C:30]1[CH:31]=[C:32]([NH:40][C:41]2[N:46]=[C:45]([NH:47][C:48]3[CH:53]=[CH:52][C:51]([C:54]([O:56]C)=[O:55])=[C:50]([O:58][CH3:59])[CH:49]=3)[C:44]([F:60])=[CH:43][N:42]=2)[CH:33]=[CH:34][C:35]=1[C:36]([O:38]C)=[O:37].[OH-].[Na+]. No catalyst specified. The product is [C:36]([C:35]1[CH:34]=[CH:33][C:32]([NH:40][C:41]2[N:46]=[C:45]([NH:47][C:48]3[CH:53]=[CH:52][C:51]([C:54]([OH:56])=[O:55])=[C:50]([O:58][CH3:59])[CH:49]=3)[C:44]([F:60])=[CH:43][N:42]=2)=[CH:31][C:30]=1[O:29][CH3:28])([OH:38])=[O:37]. The yield is 0.640. (3) The reactants are [CH2:1]([O:8][C:9]1[CH:36]=[CH:35][C:12]2[NH:13][C:14]([C:19]3[C:20](=[O:34])[N:21]([N:30]=[CH:31][CH2:32][CH3:33])[C:22]4[C:27]([C:28]=3[OH:29])=[CH:26][CH:25]=[CH:24][CH:23]=4)=[N:15][S:16](=[O:18])(=[O:17])[C:11]=2[CH:10]=1)[C:2]1[CH:7]=[CH:6][CH:5]=[CH:4][CH:3]=1.CO.[BH4-].[Li+]. The catalyst is O1CCCC1.Cl. The product is [CH2:1]([O:8][C:9]1[CH:36]=[CH:35][C:12]2[NH:13][C:14]([C:19]3[C:20](=[O:34])[N:21]([NH:30][CH2:31][CH2:32][CH3:33])[C:22]4[C:27]([C:28]=3[OH:29])=[CH:26][CH:25]=[CH:24][CH:23]=4)=[N:15][S:16](=[O:18])(=[O:17])[C:11]=2[CH:10]=1)[C:2]1[CH:3]=[CH:4][CH:5]=[CH:6][CH:7]=1. The yield is 0.440. (4) The reactants are [C:1]([O:5][C:6](=[O:25])[CH2:7][O:8][CH2:9][CH2:10][O:11][CH2:12][CH2:13][O:14][CH2:15][CH2:16][O:17][CH2:18][CH2:19]OS(C)(=O)=O)([CH3:4])([CH3:3])[CH3:2].[N-:26]=[N+:27]=[N-:28].[Na+]. The catalyst is CN(C)C=O. The product is [C:1]([O:5][C:6](=[O:25])[CH2:7][O:8][CH2:9][CH2:10][O:11][CH2:12][CH2:13][O:14][CH2:15][CH2:16][O:17][CH2:18][CH2:19][N:26]=[N+:27]=[N-:28])([CH3:4])([CH3:3])[CH3:2]. The yield is 0.800. (5) The reactants are C[O:2][C:3]1[N:8]=[CH:7][C:6]([CH2:9][C:10]2[C:11](=[O:17])[NH:12][C:13](=[S:16])[NH:14][CH:15]=2)=[CH:5][CH:4]=1.Cl. The product is [O:2]=[C:3]1[NH:8][CH:7]=[C:6]([CH2:9][C:10]2[C:11](=[O:17])[NH:12][C:13](=[S:16])[NH:14][CH:15]=2)[CH:5]=[CH:4]1. The catalyst is C(O)(=O)C. The yield is 0.613. (6) The reactants are [CH2:1]([CH:3]([C:6]1[C:14]2[NH:13][C:12](=[O:15])[N:11]([CH2:16][C:17]3[CH:22]=[CH:21][C:20]([O:23][CH3:24])=[CH:19][CH:18]=3)[C:10]=2[CH:9]=[CH:8][CH:7]=1)[CH2:4][CH3:5])[CH3:2].[H-].[Na+].Cl.[CH3:28][N:29]([CH3:33])[CH2:30][CH2:31]Cl. The catalyst is CN(C)C=O. The product is [CH3:28][N:29]([CH3:33])[CH2:30][CH2:31][N:13]1[C:14]2[C:6]([CH:3]([CH2:4][CH3:5])[CH2:1][CH3:2])=[CH:7][CH:8]=[CH:9][C:10]=2[N:11]([CH2:16][C:17]2[CH:18]=[CH:19][C:20]([O:23][CH3:24])=[CH:21][CH:22]=2)[C:12]1=[O:15]. The yield is 0.760. (7) The reactants are C(=[N:14][CH:15]([C:17]1[C:18]([Cl:33])=[C:19]2[C:23](=[CH:24][CH:25]=1)[N:22]([C:26]([O:28][C:29]([CH3:32])([CH3:31])[CH3:30])=[O:27])[CH:21]=[CH:20]2)[CH3:16])(C1C=CC=CC=1)C1C=CC=CC=1.Cl.NO. The catalyst is CO. The product is [NH2:14][CH:15]([C:17]1[C:18]([Cl:33])=[C:19]2[C:23](=[CH:24][CH:25]=1)[N:22]([C:26]([O:28][C:29]([CH3:32])([CH3:31])[CH3:30])=[O:27])[CH:21]=[CH:20]2)[CH3:16]. The yield is 0.513.